From a dataset of Full USPTO retrosynthesis dataset with 1.9M reactions from patents (1976-2016). Predict the reactants needed to synthesize the given product. Given the product [CH3:24][CH:25]([CH2:28][CH2:29][CH3:30])[CH2:26][NH:1][C:2]1[CH:3]=[C:4]([C:8]2[N:13]3[N:14]=[CH:15][C:16]([C:17]([C:19]4[S:20][CH:21]=[CH:22][CH:23]=4)=[O:18])=[C:12]3[N:11]=[CH:10][CH:9]=2)[CH:5]=[CH:6][CH:7]=1, predict the reactants needed to synthesize it. The reactants are: [NH2:1][C:2]1[CH:3]=[C:4]([C:8]2[N:13]3[N:14]=[CH:15][C:16]([C:17]([C:19]4[S:20][CH:21]=[CH:22][CH:23]=4)=[O:18])=[C:12]3[N:11]=[CH:10][CH:9]=2)[CH:5]=[CH:6][CH:7]=1.[CH3:24][CH:25]([CH2:28][CH2:29][CH3:30])[CH:26]=O.